From a dataset of Forward reaction prediction with 1.9M reactions from USPTO patents (1976-2016). Predict the product of the given reaction. Given the reactants O.C1(C)C=CC(S(O)(=O)=O)=CC=1.[C:13]1([C:37]2[CH:42]=[CH:41][CH:40]=[CH:39][CH:38]=2)[CH:18]=[CH:17][CH:16]=[CH:15][C:14]=1[C:19]1[CH:27]=[CH:26][CH:25]=[C:24]2[C:20]=1[CH2:21][CH:22]([CH2:29][C:30]1([CH3:36])[CH2:35][CH2:34][CH2:33][CH2:32][CH2:31]1)[CH:23]2O, predict the reaction product. The product is: [C:13]1([C:37]2[CH:38]=[CH:39][CH:40]=[CH:41][CH:42]=2)[CH:18]=[CH:17][CH:16]=[CH:15][C:14]=1[C:19]1[CH:27]=[CH:26][CH:25]=[C:24]2[C:20]=1[CH2:21][C:22]([CH2:29][C:30]1([CH3:36])[CH2:31][CH2:32][CH2:33][CH2:34][CH2:35]1)=[CH:23]2.